From a dataset of Full USPTO retrosynthesis dataset with 1.9M reactions from patents (1976-2016). Predict the reactants needed to synthesize the given product. Given the product [C:1]([NH:4][C:5]1[CH:6]=[C:7]2[C:18]3[CH:17]=[C:16]([Cl:41])[C:15]([O:19][CH2:20][C@@H:21]([NH:26][C:27](=[O:33])[O:28][C:29]([CH3:31])([CH3:30])[CH3:32])[CH2:22][CH:23]([CH3:25])[CH3:24])=[CH:14][C:13]=3[O:12][CH2:11][C:8]2=[CH:9][N:10]=1)(=[O:3])[CH3:2], predict the reactants needed to synthesize it. The reactants are: [C:1]([NH:4][C:5]1[CH:6]=[C:7]2[C:18]3[CH:17]=[CH:16][C:15]([O:19][CH2:20][C@@H:21]([NH:26][C:27](=[O:33])[O:28][C:29]([CH3:32])([CH3:31])[CH3:30])[CH2:22][CH:23]([CH3:25])[CH3:24])=[CH:14][C:13]=3[O:12][CH2:11][C:8]2=[CH:9][N:10]=1)(=[O:3])[CH3:2].C1C(=O)N([Cl:41])C(=O)C1.